From a dataset of Forward reaction prediction with 1.9M reactions from USPTO patents (1976-2016). Predict the product of the given reaction. (1) Given the reactants [OH-].[Na+].Cl.[Cl:4][C:5]1[CH:6]=[C:7]([CH:31]=[CH:32][C:33]=1[F:34])[O:8][C:9]1[CH:10]=[CH:11][C:12]2[N:16]=[C:15]([CH2:17][O:18][C:19]3[CH:20]=[C:21]([CH:26]=[CH:27][CH:28]=3)[C:22]([O:24]C)=[O:23])[N:14]([CH3:29])[C:13]=2[CH:30]=1.Cl, predict the reaction product. The product is: [ClH:4].[Cl:4][C:5]1[CH:6]=[C:7]([CH:31]=[CH:32][C:33]=1[F:34])[O:8][C:9]1[CH:10]=[CH:11][C:12]2[N:16]=[C:15]([CH2:17][O:18][C:19]3[CH:20]=[C:21]([CH:26]=[CH:27][CH:28]=3)[C:22]([OH:24])=[O:23])[N:14]([CH3:29])[C:13]=2[CH:30]=1. (2) Given the reactants [CH3:1][C:2]1[C:7]([CH:8]([CH2:13][CH2:14][CH3:15])[C:9]([O:11]C)=[O:10])=[C:6]([C:16]2[CH:21]=[CH:20][C:19]([C:22]([F:25])([F:24])[F:23])=[CH:18][CH:17]=2)[N:5]=[C:4]([C:26]2[CH:31]=[CH:30][CH:29]=[CH:28][CH:27]=2)[N:3]=1.[OH-].[Na+], predict the reaction product. The product is: [CH3:1][C:2]1[C:7]([CH:8]([CH2:13][CH2:14][CH3:15])[C:9]([OH:11])=[O:10])=[C:6]([C:16]2[CH:21]=[CH:20][C:19]([C:22]([F:24])([F:23])[F:25])=[CH:18][CH:17]=2)[N:5]=[C:4]([C:26]2[CH:31]=[CH:30][CH:29]=[CH:28][CH:27]=2)[N:3]=1. (3) The product is: [CH3:10][N:11]1[C:20]2[CH2:21][CH2:22][C:17]3([O:24][CH2:14][CH2:15][O:16]3)[CH2:18][C:19]=2[CH2:9][CH:3]([C:4]([O:6][CH2:7][CH3:8])=[O:5])[CH2:2]1. Given the reactants Br[CH2:2][C:3](=[CH2:9])[C:4]([O:6][CH2:7][CH3:8])=[O:5].[CH3:10][NH2:11].CO.[CH2:14]1[O:24][C:17]2([CH2:22][CH2:21][C:20](=O)[CH2:19][CH2:18]2)[O:16][CH2:15]1, predict the reaction product. (4) Given the reactants C(O[C:6]([N:8]([C@@H:10]1[CH2:14][CH2:13][N:12]([S:15]([C:18]2[C:19]3[C:20]([F:28])=[CH:21][N:22]=[CH:23][C:24]=3[CH:25]=[CH:26][CH:27]=2)(=[O:17])=[O:16])[CH2:11]1)C)=O)(C)(C)C.FC1C2C(S([Cl:43])(=O)=O)=CC=CC=2C=NC=1.C(OC(N([C@@H]1CCNC1)C)=O)(C)(C)C.BrC1C2C(S(Cl)(=O)=O)=CC=CC=2C=NC=1.C(OC(N([C@H]1CCNC1)C)=O)(C)(C)C, predict the reaction product. The product is: [F:28][C:20]1[C:19]2[C:18]([S:15]([N:12]3[CH2:13][CH2:14][C@@H:10]([NH:8][CH3:6])[CH2:11]3)(=[O:16])=[O:17])=[CH:27][CH:26]=[CH:25][C:24]=2[CH:23]=[N:22][CH:21]=1.[ClH:43]. (5) The product is: [Cl:1][C:2]1[C:3]([F:27])=[C:4]([C:20]([C:23]([F:26])([F:25])[F:24])=[CH:21][CH:22]=1)[C:5]([NH:7][C:8]1[S:16][C:11]2[CH2:12][O:13][CH:14]([CH3:15])[C:10]=2[C:9]=1[C:17]([N:33]1[CH2:34][CH:31]([O:30][CH3:29])[CH2:32]1)=[O:19])=[O:6]. Given the reactants [Cl:1][C:2]1[C:3]([F:27])=[C:4]([C:20]([C:23]([F:26])([F:25])[F:24])=[CH:21][CH:22]=1)[C:5]([NH:7][C:8]1[S:16][C:11]2[CH2:12][O:13][CH:14]([CH3:15])[C:10]=2[C:9]=1[C:17]([OH:19])=O)=[O:6].Cl.[CH3:29][O:30][CH:31]1[CH2:34][NH:33][CH2:32]1, predict the reaction product. (6) Given the reactants [CH:1]([C:4]1[C:9](=[O:10])[NH:8][C:7](=[O:11])[NH:6][C:5]=1[C:12]([C:14]1[CH:15]=[C:16]([C:22]#[N:23])[CH:17]=[C:18]([CH:21]=1)[C:19]#[N:20])=[O:13])([CH3:3])[CH3:2].[F:24][C:25]1[CH:30]=[C:29]([CH2:31]OS(C)(=O)=O)[CH:28]=[C:27]([NH:37][CH2:38][C:39]2[CH:44]=[CH:43][C:42]([O:45][CH3:46])=[CH:41][CH:40]=2)[N:26]=1.[I-].[Li+].C(=O)([O-])[O-].[K+].[K+], predict the reaction product. The product is: [F:24][C:25]1[CH:30]=[C:29]([CH2:31][N:6]2[C:5]([C:12]([C:14]3[CH:15]=[C:16]([C:22]#[N:23])[CH:17]=[C:18]([CH:21]=3)[C:19]#[N:20])=[O:13])=[C:4]([CH:1]([CH3:3])[CH3:2])[C:9](=[O:10])[NH:8][C:7]2=[O:11])[CH:28]=[C:27]([NH:37][CH2:38][C:39]2[CH:44]=[CH:43][C:42]([O:45][CH3:46])=[CH:41][CH:40]=2)[N:26]=1. (7) Given the reactants [Br:1][CH2:2][C:3]([C:5]1[CH:10]=[CH:9][C:8]([OH:11])=[C:7]([O:12][CH3:13])[CH:6]=1)=O.[NH2:14][C:15]1[CH:20]=[CH:19][C:18]([I:21])=[CH:17][N:16]=1, predict the reaction product. The product is: [BrH:1].[OH:11][C:8]1[CH:9]=[CH:10][C:5]([C:3]2[N:14]=[C:15]3[CH:20]=[CH:19][C:18]([I:21])=[CH:17][N:16]3[CH:2]=2)=[CH:6][C:7]=1[O:12][CH3:13].